From a dataset of Catalyst prediction with 721,799 reactions and 888 catalyst types from USPTO. Predict which catalyst facilitates the given reaction. (1) Reactant: C(OC([N:8]1[CH2:13][CH2:12][N:11]([C:14]2[N:22]=[CH:21][N:20]=[C:19]3[C:15]=2[N:16]=[C:17]([C:30]2[CH:35]=[CH:34][CH:33]=[CH:32][C:31]=2[Cl:36])[N:18]3[C:23]2[CH:28]=[CH:27][C:26]([Cl:29])=[CH:25][CH:24]=2)[CH:10]([C:37]([OH:39])=[O:38])[CH2:9]1)=O)(C)(C)C.O1CCO[CH2:42][CH2:41]1. Product: [ClH:29].[CH2:41]([O:39][C:37]([CH:10]1[CH2:9][NH:8][CH2:13][CH2:12][N:11]1[C:14]1[N:22]=[CH:21][N:20]=[C:19]2[C:15]=1[N:16]=[C:17]([C:30]1[CH:35]=[CH:34][CH:33]=[CH:32][C:31]=1[Cl:36])[N:18]2[C:23]1[CH:24]=[CH:25][C:26]([Cl:29])=[CH:27][CH:28]=1)=[O:38])[CH3:42]. The catalyst class is: 33. (2) Reactant: [CH2:1]([N:3]([CH2:37][CH3:38])[CH2:4][CH2:5][CH2:6][NH:7][C:8]1[N:9]=[C:10]([C:27]2[CH:28]=[C:29]([CH:33]=[CH:34][C:35]=2[CH3:36])[C:30]([OH:32])=O)[C:11]2[CH:17]=[CH:16][C:15](=[O:18])[N:14]([C:19]3[C:24]([F:25])=[CH:23][CH:22]=[CH:21][C:20]=3[F:26])[C:12]=2[N:13]=1)[CH3:2].CN(C(O[N:54]1N=[N:54][C:49]2[CH:50]=[CH:51][CH:51]=[CH:50][C:49]1=2)=[N+](C)C)C.F[P-](F)(F)(F)(F)F.C(N(CC)CC)C.C1(N)CC1. Product: [CH:49]1([NH:54][C:30](=[O:32])[C:29]2[CH:33]=[CH:34][C:35]([CH3:36])=[C:27]([C:10]3[C:11]4[CH:17]=[CH:16][C:15](=[O:18])[N:14]([C:19]5[C:24]([F:25])=[CH:23][CH:22]=[CH:21][C:20]=5[F:26])[C:12]=4[N:13]=[C:8]([NH:7][CH2:6][CH2:5][CH2:4][N:3]([CH2:37][CH3:38])[CH2:1][CH3:2])[N:9]=3)[CH:28]=2)[CH2:51][CH2:50]1. The catalyst class is: 3.